Dataset: Forward reaction prediction with 1.9M reactions from USPTO patents (1976-2016). Task: Predict the product of the given reaction. (1) Given the reactants [NH2:1][C:2]1[CH:7]=[CH:6][C:5]([Br:8])=[CH:4][C:3]=1[OH:9].Br[CH:11]([CH3:17])[C:12](OCC)=[O:13], predict the reaction product. The product is: [Br:8][C:5]1[CH:6]=[CH:7][C:2]2[NH:1][C:12](=[O:13])[CH:11]([CH3:17])[O:9][C:3]=2[CH:4]=1. (2) Given the reactants NC1C2SC=C(C3C=C(NC(NC(C)C)=O)C=CC=3)C=2N=C(NC2C=C(OC)C(OC)=C(OC)C=2)N=1.[NH2:37][C:38]1[CH:39]=[C:40]([C:44]2[C:48]3[N:49]=[C:50]([Cl:54])[N:51]=[C:52]([NH2:53])[C:47]=3[S:46][CH:45]=2)[CH:41]=[CH:42][CH:43]=1.[CH3:55][S:56](Cl)(=[O:58])=[O:57], predict the reaction product. The product is: [NH2:53][C:52]1[C:47]2[S:46][CH:45]=[C:44]([C:40]3[CH:39]=[C:38]([NH:37][S:56]([CH3:55])(=[O:58])=[O:57])[CH:43]=[CH:42][CH:41]=3)[C:48]=2[N:49]=[C:50]([Cl:54])[N:51]=1. (3) Given the reactants [CH3:1][O:2][C:3]1[CH:8]=[C:7]([O:9][CH3:10])[C:6]([N:11]2[CH2:15][CH2:14][CH2:13][CH2:12]2)=[CH:5][C:4]=1/[CH:16]=[CH:17]/[C:18]([C:20]1[CH:25]=[CH:24][C:23]([S:26]([NH2:29])(=[O:28])=[O:27])=[CH:22][CH:21]=1)=[O:19].[C:30](O[C:30](=[O:34])[CH2:31][CH2:32][CH3:33])(=[O:34])[CH2:31][CH2:32][CH3:33].C(N(CC)CC)C, predict the reaction product. The product is: [C:30]([NH:29][S:26]([C:23]1[CH:22]=[CH:21][C:20]([C:18](=[O:19])/[CH:17]=[CH:16]/[C:4]2[CH:5]=[C:6]([N:11]3[CH2:15][CH2:14][CH2:13][CH2:12]3)[C:7]([O:9][CH3:10])=[CH:8][C:3]=2[O:2][CH3:1])=[CH:25][CH:24]=1)(=[O:28])=[O:27])(=[O:34])[CH2:31][CH2:32][CH3:33]. (4) The product is: [ClH:16].[CH2:1]([O:3][CH2:4][CH2:5][NH:6][CH2:14][CH3:15])[CH3:2]. Given the reactants [CH2:1]([O:3][CH2:4][CH2:5][N:6]([CH2:14][CH3:15])C(=O)OC(C)(C)C)[CH3:2].[ClH:16], predict the reaction product. (5) Given the reactants [Cl:1][C:2]1[CH:3]=[C:4]([CH:6]=[CH:7][CH:8]=1)[NH2:5].[N:9]([O-])=O.[Na+].[O:13]=[C:14]1[CH2:18][CH2:17][CH2:16][CH:15]1[C:19]([O:21][CH2:22][CH3:23])=[O:20].[OH2:24], predict the reaction product. The product is: [Cl:1][C:2]1[CH:3]=[C:4]([NH:5][N:9]=[C:15]([C:19]([O:21][CH2:22][CH3:23])=[O:20])[CH2:16][CH2:17][CH2:18][C:14]([OH:13])=[O:24])[CH:6]=[CH:7][CH:8]=1. (6) Given the reactants [H-].[Na+].CS(N=[N+:8]=[N-:9])(=O)=O.CS(Cl)(=O)=O.[N-]=[N+]=[N-].[Na+].[CH3:19][O:20][P:21]([CH2:25][C:26](=[O:28])[CH3:27])(=[O:24])[O:22][CH3:23], predict the reaction product. The product is: [CH3:19][O:20][P:21]([C:25](=[N+:8]=[N-:9])[C:26](=[O:28])[CH3:27])(=[O:24])[O:22][CH3:23]. (7) Given the reactants [CH3:1][NH:2][CH2:3][CH2:4][C@H:5]([O:11][C:12]1[CH:13]=[CH:14][CH:15]=[C:16]2[CH:21]=[CH:20][CH:19]=[CH:18][C:17]=12)[C:6]1[S:10][CH:9]=[CH:8][CH:7]=1.[C:22]([Cl:25])(=O)C.[ClH:26].[OH-].[Na+], predict the reaction product. The product is: [ClH:25].[ClH:26].[CH3:1][NH:2][CH2:3][CH2:4][C@:5]([CH3:22])([O:11][C:12]1[C:17]2[C:16](=[CH:21][CH:20]=[CH:19][CH:18]=2)[CH:15]=[CH:14][CH:13]=1)[C:6]1[S:10][CH:9]=[CH:8][CH:7]=1. (8) Given the reactants [Cl-].C1([P+](C2C=CC=CC=2)(C2C=CC=CC=2)[CH2:9][S:10][C:11]2[CH:16]=[CH:15][CH:14]=[CH:13][CH:12]=2)C=CC=CC=1.C(=O)([O-])[O-].[K+].[K+].[Cl:35][C:36]1[CH:37]=[C:38]([C:43](=O)[C:44]([F:47])([F:46])[F:45])[CH:39]=[C:40]([Cl:42])[CH:41]=1.O, predict the reaction product. The product is: [C:11]1([S:10][CH:9]=[C:43]([C:38]2[CH:39]=[C:40]([Cl:42])[CH:41]=[C:36]([Cl:35])[CH:37]=2)[C:44]([F:47])([F:46])[F:45])[CH:12]=[CH:13][CH:14]=[CH:15][CH:16]=1. (9) The product is: [OH:2][CH2:3][C:4]1[CH:9]=[CH:8][C:7]([O:10][CH3:11])=[N:6][CH:5]=1. Given the reactants C[O:2][C:3](=O)[C:4]1[CH:9]=[CH:8][C:7]([O:10][CH3:11])=[N:6][CH:5]=1.[H-].[Al+3].[Li+].[H-].[H-].[H-].[OH-].[Na+], predict the reaction product. (10) Given the reactants [Br:1][C:2]1[S:6][C:5]([C:7]([C@H:9]2[CH2:14][CH2:13][C@H:12]([C:15]([O:17][CH2:18][CH3:19])=[O:16])[CH2:11][CH2:10]2)=[O:8])=[N:4][CH:3]=1.[CH:20]([Mg]Br)([CH3:22])[CH3:21], predict the reaction product. The product is: [Br:1][C:2]1[S:6][C:5]([C:7]([C@H:9]2[CH2:10][CH2:11][C@H:12]([C:15]([O:17][CH2:18][CH3:19])=[O:16])[CH2:13][CH2:14]2)([OH:8])[CH:20]([CH3:22])[CH3:21])=[N:4][CH:3]=1.